Predict the reactants needed to synthesize the given product. From a dataset of Full USPTO retrosynthesis dataset with 1.9M reactions from patents (1976-2016). Given the product [F:1][C:2]([F:18])([F:19])[C:3]1[CH:4]=[CH:5][C:6]([C:9]2[CH:10]=[C:11]([CH:15]=[CH:16][CH:17]=2)[CH2:12][OH:13])=[CH:7][CH:8]=1, predict the reactants needed to synthesize it. The reactants are: [F:1][C:2]([F:19])([F:18])[C:3]1[CH:8]=[CH:7][C:6]([C:9]2[CH:10]=[C:11]([CH:15]=[CH:16][CH:17]=2)[C:12](O)=[O:13])=[CH:5][CH:4]=1.[H-].[H-].[H-].[H-].[Li+].[Al+3].